Dataset: NCI-60 drug combinations with 297,098 pairs across 59 cell lines. Task: Regression. Given two drug SMILES strings and cell line genomic features, predict the synergy score measuring deviation from expected non-interaction effect. (1) Drug 1: COC1=CC(=CC(=C1O)OC)C2C3C(COC3=O)C(C4=CC5=C(C=C24)OCO5)OC6C(C(C7C(O6)COC(O7)C8=CC=CS8)O)O. Drug 2: C1=CC(=CC=C1CCCC(=O)O)N(CCCl)CCCl. Cell line: T-47D. Synergy scores: CSS=45.8, Synergy_ZIP=-13.4, Synergy_Bliss=-1.95, Synergy_Loewe=-1.46, Synergy_HSA=2.33. (2) Drug 2: CNC(=O)C1=NC=CC(=C1)OC2=CC=C(C=C2)NC(=O)NC3=CC(=C(C=C3)Cl)C(F)(F)F. Synergy scores: CSS=3.27, Synergy_ZIP=0.790, Synergy_Bliss=1.18, Synergy_Loewe=-0.845, Synergy_HSA=0.536. Drug 1: CCCCCOC(=O)NC1=NC(=O)N(C=C1F)C2C(C(C(O2)C)O)O. Cell line: SK-MEL-5. (3) Drug 1: C1=C(C(=O)NC(=O)N1)F. Drug 2: CC1=C(C(=CC=C1)Cl)NC(=O)C2=CN=C(S2)NC3=CC(=NC(=N3)C)N4CCN(CC4)CCO. Cell line: UO-31. Synergy scores: CSS=36.8, Synergy_ZIP=1.04, Synergy_Bliss=0.702, Synergy_Loewe=6.32, Synergy_HSA=7.72. (4) Drug 1: CCC1(CC2CC(C3=C(CCN(C2)C1)C4=CC=CC=C4N3)(C5=C(C=C6C(=C5)C78CCN9C7C(C=CC9)(C(C(C8N6C=O)(C(=O)OC)O)OC(=O)C)CC)OC)C(=O)OC)O.OS(=O)(=O)O. Drug 2: CCN(CC)CCCC(C)NC1=C2C=C(C=CC2=NC3=C1C=CC(=C3)Cl)OC. Cell line: KM12. Synergy scores: CSS=18.4, Synergy_ZIP=-5.17, Synergy_Bliss=-7.58, Synergy_Loewe=-3.94, Synergy_HSA=-5.95. (5) Drug 1: C1=NC2=C(N1)C(=S)N=C(N2)N. Drug 2: C1=NC2=C(N=C(N=C2N1C3C(C(C(O3)CO)O)O)F)N. Cell line: HCT116. Synergy scores: CSS=33.4, Synergy_ZIP=-5.14, Synergy_Bliss=-9.97, Synergy_Loewe=-19.0, Synergy_HSA=-7.58.